From a dataset of NCI-60 drug combinations with 297,098 pairs across 59 cell lines. Regression. Given two drug SMILES strings and cell line genomic features, predict the synergy score measuring deviation from expected non-interaction effect. Drug 1: COC1=CC(=CC(=C1O)OC)C2C3C(COC3=O)C(C4=CC5=C(C=C24)OCO5)OC6C(C(C7C(O6)COC(O7)C8=CC=CS8)O)O. Drug 2: C1C(C(OC1N2C=NC3=C2NC=NCC3O)CO)O. Cell line: SN12C. Synergy scores: CSS=26.9, Synergy_ZIP=-12.1, Synergy_Bliss=-11.1, Synergy_Loewe=-18.8, Synergy_HSA=-8.19.